Dataset: Forward reaction prediction with 1.9M reactions from USPTO patents (1976-2016). Task: Predict the product of the given reaction. (1) Given the reactants [C:1]([O:5][C:6]([N:8]([C:31]([O:33][C:34]([CH3:37])([CH3:36])[CH3:35])=[O:32])[C:9]1[N:14]=[CH:13][C:12]([C:15]2[CH:20]=[C:19]([O:21][C:22]3[CH:23]=[N:24][C:25]([N+:28]([O-])=O)=[CH:26][CH:27]=3)[CH:18]=[CH:17][N:16]=2)=[CH:11][CH:10]=1)=[O:7])([CH3:4])([CH3:3])[CH3:2], predict the reaction product. The product is: [C:34]([O:33][C:31]([N:8]([C:6]([O:5][C:1]([CH3:4])([CH3:3])[CH3:2])=[O:7])[C:9]1[N:14]=[CH:13][C:12]([C:15]2[CH:20]=[C:19]([O:21][C:22]3[CH:23]=[N:24][C:25]([NH2:28])=[CH:26][CH:27]=3)[CH:18]=[CH:17][N:16]=2)=[CH:11][CH:10]=1)=[O:32])([CH3:37])([CH3:36])[CH3:35]. (2) Given the reactants C([O:8][C:9]1[C:14]([CH3:15])=[CH:13][C:12]([C:16]2[O:17][C:18]([C:21]3[CH:26]=[C:25]([CH3:27])[N:24]=[C:23]([NH:28][CH:29]([CH3:31])[CH3:30])[N:22]=3)=[CH:19][N:20]=2)=[CH:11][C:10]=1[CH2:32][CH3:33])C1C=CC=CC=1, predict the reaction product. The product is: [CH2:32]([C:10]1[CH:11]=[C:12]([C:16]2[O:17][C:18]([C:21]3[CH:26]=[C:25]([CH3:27])[N:24]=[C:23]([NH:28][CH:29]([CH3:30])[CH3:31])[N:22]=3)=[CH:19][N:20]=2)[CH:13]=[C:14]([CH3:15])[C:9]=1[OH:8])[CH3:33].